From a dataset of Reaction yield outcomes from USPTO patents with 853,638 reactions. Predict the reaction yield, written as a fraction of the theoretical maximum amount of product (1.0 means a 100% yield; for example, 0.34 means a 34% yield). The reactants are [I:1][C:2]1[CH:11]=[N:10][C:5]2[NH:6][CH2:7][CH2:8][NH:9][C:4]=2[CH:3]=1.[Cl:12][C:13]1[CH:18]=[CH:17][CH:16]=[CH:15][C:14]=1[S:19](Cl)(=[O:21])=[O:20]. The catalyst is N1C=CC=CC=1. The product is [Cl:12][C:13]1[CH:18]=[CH:17][CH:16]=[CH:15][C:14]=1[S:19]([N:9]1[CH2:8][CH2:7][NH:6][C:5]2[N:10]=[CH:11][C:2]([I:1])=[CH:3][C:4]1=2)(=[O:21])=[O:20]. The yield is 0.100.